Task: Binary Classification. Given a miRNA mature sequence and a target amino acid sequence, predict their likelihood of interaction.. Dataset: Experimentally validated miRNA-target interactions with 360,000+ pairs, plus equal number of negative samples (1) The miRNA is bmo-miR-281-3p with sequence ACUGUCAUGGAGUUGCUCUCUU. The protein sequence of the target gene is MKPGPPHRAGAAHGAGAGAGAAAGPGARGLLLPPLLLLLLAGRAAGAQRWRSENFERPVDLEGSGDDDSFPDDELDDLYSGSGSGYFEQESGIETAMRFSPDVALAVSTTPAVLPTTNIQPVGTPFEELPSERPTLEPATSPLVVTEVPEEPSQRATTVSTTMATTAATSTGDPTVATVPATVATATPSTPAAPPFTATTAVIRTTGVRRLLPLPLTTVATARATTPEAPSPPTTAAVLDTEAPTPRLVSTATSRPRALPRPATTQEPDIPERSTLPLGTTAPGPTEVAQTPTPETFLTT.... Result: 0 (no interaction). (2) Result: 0 (no interaction). The miRNA is mmu-miR-505-5p with sequence GGGAGCCAGGAAGUAUUGAUGUU. The protein sequence of the target gene is MAAEIHSRPQSSRPVLLSKIEGHQDAVTAALLIPKEDGVITASEDRTIRVWLKRDSGQYWPSIYHTMASPCSAMAYHHDSRRIFVGQDNGAVMEFHVSEDFNKMNFIKTYPAHQNRVSAIIFSLATEWVISTGHDKCVSWMCTRSGNMLGRHFFTSWASCLQYDFDTQYAFVGDYSGQITLLKLEQNTCSVITTLKGHEGSVACLWWDPIQRLLFSGASDNSIIMWDIGGRKGRTLLLQGHHDKVQSLCYLQLTRQLVSCSSDGGIAVWNMDVSREEAPQWLESDSCQKCEQPFFWNIKQ.... (3) The miRNA is hsa-miR-6791-5p with sequence CCCCUGGGGCUGGGCAGGCGGA. The protein sequence of the target gene is MAAMAPGGSGSGGGVNPFLSDSDEDDDEVAATEERRAVLRLGAGSGLDPGSAGSLSPQDPVALGSSARPGLPGEASAAAVALGGTGETPARLSIDAIAAQLLRDQYLLTALELHTELLESGRELPRLRDYFSNPGNFERQSGTPPGMGAPGVPGAAGVGGAGGREPSTASGGGQLNRAGSISTLDSLDFARYSDDGNRETDEKVAVLEFELRKAKETIQALRANLTKAAEHEVPLQERKNYKSSPEIQEPIKPLEKRALNFLVNEFLLKNNYKLTSITFSDENDDQDFELWDDVGLNIPK.... Result: 1 (interaction). (4) The miRNA is hsa-miR-873-3p with sequence GGAGACUGAUGAGUUCCCGGGA. The protein sequence of the target gene is MAHSTVMFRDVAVGFSQEEWECLSAYERDLYRDVMLENYSHLVSLAGCSISKPDVITLLEQGKEPWMIVRAEKRRWSRDLESRYSSNGLLPEKNTYEINLSPWEIMGRIQRRGPEDSLLGKDFEYKIYEEQENSHRVYFRHVIKTTSGKRPRYRKRTPVSLYQKTPNGEKPYECGECGKAFKVRQQLTFHQRIHTGEKPYECKECGKAFRQCAHLSRHQRIHASDKLYECKKCAKIFTCSSDLRGHQRSHVGEKPYDCKECGKAFRVRGQLMLHQRIHTGEKPYACTECGKSFRQVAHLT.... Result: 0 (no interaction). (5) The miRNA is mmu-miR-467e-3p with sequence AUAUACAUACACACACCUAUAU. The protein sequence of the target gene is MVFPAKRFCLVPSMEGVRWAFSCGTWLPSRAEWLLAVRSIQPEEKERIGQFVFARDAKAAMAGRLMIRKLVAEKLNIPWNHIRLQRTAKGKPVLAKDSSNPYPNFNFNISHQGDYAVLAAEPELQVGIDIMKTSFPGRGSIPEFFHIMKRKFTNKEWETIRSFKDEWTQLDMFYRNWALKESFIKAIGVGLGFELQRLEFDLSPLNLDIGQVYKETRLFLDGEEEKEWAFEESKIDEHHFVAVALRKPDGSRHQDVPSQDDSKPTQRQFTILNFNDLMSSAVPMTPEDPSFWDCFCFTEE.... Result: 0 (no interaction). (6) The miRNA is rno-miR-215 with sequence AUGACCUAUGAUUUGACAGACA. The protein sequence of the target gene is MAEPTSDFETPIGWHASPELTPTLGPLSDTAPPRDSWMFWAMLPPPPPPLTSSLPAAGSKPSSESQPPMEAQSLPGAPPPFDAQILPGAQPPFDAQSPLDSQPQPSGQPWNFHASTSWYWRQSSDRFPRHQKSFNPAVKNSYYPRKYDAKFTDFSLPPSRKQKKKKRKEPVFHFFCDTCDRGFKNQEKYDKHMSEHTKCPELDCSFTAHEKIVQFHWRNMHAPGMKKIKLDTPEEIARWREERRKNYPTLANIERKKKLKLEKEKRGAVLTTTQYGKMKGMSRHSQMAKIRSPGKNHKWK.... Result: 0 (no interaction). (7) Result: 1 (interaction). The protein sequence of the target gene is MSSARFDSSDRSAWYMGPVTRQEAQTRLQGQRHGMFLVRDSSTCPGDYVLSVSENSRVSHYIINSLPNRRFKIGDQEFDHLPALLEFYKIHYLDTTTLIEPAPRYPSPPVGSVSAPNLPTAEENLEYVRTLYDFPGNDAEDLPFKKGELLVIIEKPEEQWWSARNKDGRVGMIPVPYVEKLVRSSPHGKHGNRNSNSYGIPEPAHAYAQPQTTTPLPTVASTPGAAINPLPSTQNGPVFAKAIQKRVPCAYDKTALALEVGDIVKVTRMNINGQWEGEVNGRKGLFPFTHVKIFDPQNPD.... The miRNA is mmu-miR-298-5p with sequence GGCAGAGGAGGGCUGUUCUUCCC. (8) The miRNA is ath-miR402 with sequence UUCGAGGCCUAUUAAACCUCUG. The protein sequence of the target gene is MSATSVDQRPKGQGNKVSVQNGSIHQKDAVNDDDFEPYLSSQTNQNNSYPPMSDPYMPSYYAPSIGFPYSLGEAAWSTAGDQPMPYLTTYGQMSNGEHHYIPDGVFSQPGALGNTPPFLGQHGFNFFPGNADFSTWGTSGSQGQSTQNSAYSSSYGYPPSSLGRAITDGQAGFGNDTLSKVPGISSIEQGMTGLKIGGDLTAAVTKTVGTALSSSGMTSIATNNVPPVSSAAPKPTSWAAIARKPAKPQPKLKPKGNVGIGGSAVPPPPIKHNMNIGTWDEKGSVVKAPPTQPVLPPQTI.... Result: 0 (no interaction).